Task: Predict the product of the given reaction.. Dataset: Forward reaction prediction with 1.9M reactions from USPTO patents (1976-2016) (1) Given the reactants [F:1][C:2]1[CH:7]=[CH:6][C:5]([C@@H:8]2[CH2:12][N:11]([C:13]([O:15][C:16]([CH3:19])([CH3:18])[CH3:17])=[O:14])[CH2:10][C@@H:9]2[C:20]([O:22]C)=[O:21])=[CH:4][CH:3]=1.Cl.C(O)(=O)C, predict the reaction product. The product is: [C:16]([O:15][C:13]([N:11]1[CH2:12][C@@H:8]([C:5]2[CH:4]=[CH:3][C:2]([F:1])=[CH:7][CH:6]=2)[C@@H:9]([C:20]([OH:22])=[O:21])[CH2:10]1)=[O:14])([CH3:19])([CH3:17])[CH3:18]. (2) Given the reactants [NH2:1][N:2]1[N:11]=[C:10]([C:12]([CH3:15])([CH3:14])[CH3:13])[C:9]2[C:4](=[CH:5][CH:6]=[CH:7][CH:8]=2)[C:3]1=[O:16].[Cl:17][C:18]1[CH:23]=[CH:22][C:21]([CH2:24][C:25](Cl)=[O:26])=[CH:20][CH:19]=1, predict the reaction product. The product is: [C:12]([C:10]1[C:9]2[C:4](=[CH:5][CH:6]=[CH:7][CH:8]=2)[C:3](=[O:16])[N:2]([NH:1][C:25](=[O:26])[CH2:24][C:21]2[CH:22]=[CH:23][C:18]([Cl:17])=[CH:19][CH:20]=2)[N:11]=1)([CH3:13])([CH3:15])[CH3:14]. (3) Given the reactants [F:1][C:2]([F:26])([F:25])[CH:3]([CH2:8][N:9]1[CH2:14][CH2:13][CH2:12][CH:11]([C:15]2[CH:20]=[CH:19][CH:18]=[C:17]([C:21]([F:24])([F:23])[F:22])[CH:16]=2)[CH2:10]1)[CH2:4][C:5](O)=[O:6].CN(C(ON1N=NC2C=CC=NC1=2)=[N+](C)C)C.F[P-](F)(F)(F)(F)F.CCN(C(C)C)C(C)C.[Cl:60][C:61]1[CH:70]=[CH:69][C:64]([C:65](=[N:67][OH:68])[NH2:66])=[CH:63][CH:62]=1.[Na+].[Cl-].O, predict the reaction product. The product is: [Cl:60][C:61]1[CH:62]=[CH:63][C:64]([C:65](=[N:67][OH:68])[NH:66][C:5](=[O:6])[CH2:4][CH:3]([CH2:8][N:9]2[CH2:14][CH2:13][CH2:12][CH:11]([C:15]3[CH:20]=[CH:19][CH:18]=[C:17]([C:21]([F:23])([F:22])[F:24])[CH:16]=3)[CH2:10]2)[C:2]([F:26])([F:1])[F:25])=[CH:69][CH:70]=1. (4) Given the reactants [Cl:1][C:2]1[CH:7]=[CH:6][C:5]([C:8]2[CH:9]=[C:10]3[C:16]([C:17]([C:19]4[C:20]([F:33])=[C:21]([NH:26][S:27]([CH2:30][CH2:31][CH3:32])(=[O:29])=[O:28])[CH:22]=[CH:23][C:24]=4[F:25])=[O:18])=[CH:15][NH:14][C:11]3=[N:12][CH:13]=2)=[CH:4][CH:3]=1.CCN(CC)CC.[C:41]([O:47][CH2:48]Cl)(=[O:46])[C:42]([CH3:45])([CH3:44])[CH3:43], predict the reaction product. The product is: [C:41]([O:47][CH2:48][N:14]1[C:11]2=[N:12][CH:13]=[C:8]([C:5]3[CH:6]=[CH:7][C:2]([Cl:1])=[CH:3][CH:4]=3)[CH:9]=[C:10]2[C:16]([C:17](=[O:18])[C:19]2[C:24]([F:25])=[CH:23][CH:22]=[C:21]([NH:26][S:27]([CH2:30][CH2:31][CH3:32])(=[O:28])=[O:29])[C:20]=2[F:33])=[CH:15]1)(=[O:46])[C:42]([CH3:45])([CH3:44])[CH3:43]. (5) The product is: [Cl:21][C:22]1[CH:23]=[C:24]2[C:28](=[CH:29][CH:30]=1)[NH:27][C:26](=[O:31])[C:25]2=[CH:16][C:13]1[NH:12][C:9]2[CH2:10][CH2:11][N:6]([CH2:5][CH2:4][N:3]([CH2:19][CH3:20])[CH2:1][CH3:2])[C:7](=[O:18])[C:8]=2[C:14]=1[CH3:15].[CH3:15][C:14]1[C:8]2[C:7](=[O:18])[NH:6][CH2:11][CH2:10][C:9]=2[NH:12][CH:13]=1. Given the reactants [CH2:1]([N:3]([CH2:19][CH3:20])[CH2:4][CH2:5][N:6]1[CH2:11][CH2:10][C:9]2[NH:12][C:13]([CH:16]=O)=[C:14]([CH3:15])[C:8]=2[C:7]1=[O:18])[CH3:2].[Cl:21][C:22]1[CH:23]=[C:24]2[C:28](=[CH:29][CH:30]=1)[NH:27][C:26](=[O:31])[CH2:25]2, predict the reaction product. (6) Given the reactants C(OC([N:8]1[CH:13]([CH3:14])[CH2:12][N:11]([CH2:15][C:16]2[CH:21]=[CH:20][CH:19]=[C:18]([C:22]3[CH:27]=[CH:26][N:25]=[C:24](Cl)[N:23]=3)[CH:17]=2)[CH2:10][CH:9]1[CH3:29])=O)(C)(C)C.[NH2:30][CH2:31][CH2:32][C:33]1[CH:38]=[CH:37][C:36]([OH:39])=[C:35]([Cl:40])[CH:34]=1, predict the reaction product. The product is: [Cl:40][C:35]1[CH:34]=[C:33]([CH2:32][CH2:31][NH:30][C:24]2[N:23]=[C:22]([C:18]3[CH:19]=[CH:20][CH:21]=[C:16]([CH2:15][N:11]4[CH2:10][CH:9]([CH3:29])[NH:8][CH:13]([CH3:14])[CH2:12]4)[CH:17]=3)[CH:27]=[CH:26][N:25]=2)[CH:38]=[CH:37][C:36]=1[OH:39]. (7) Given the reactants [OH:1][C@@H:2]1[CH2:7][CH2:6][C@H:5]([C:8]([OH:10])=O)[CH2:4][CH2:3]1.[CH:11]([N:14]1[CH2:19][CH2:18][NH:17][CH2:16][CH2:15]1)([CH3:13])[CH3:12].CN(C(ON1N=NC2C=CC=CC1=2)=[N+](C)C)C.[B-](F)(F)(F)F.C(N(CC)CC)C, predict the reaction product. The product is: [CH:11]([N:14]1[CH2:19][CH2:18][N:17]([C:8]([C@H:5]2[CH2:4][CH2:3][C@@H:2]([OH:1])[CH2:7][CH2:6]2)=[O:10])[CH2:16][CH2:15]1)([CH3:13])[CH3:12]. (8) Given the reactants Cl[C:2]1[C:3]2[CH2:14][O:13][CH2:12][C:4]=2[N:5]=[C:6]([S:8]([CH3:11])(=[O:10])=[O:9])[N:7]=1.[SH:15][C:16]1[CH:21]=[CH:20][C:19]([NH:22][C:23]([CH:25]2[CH2:27][CH2:26]2)=[O:24])=[CH:18][CH:17]=1, predict the reaction product. The product is: [CH3:11][S:8]([C:6]1[N:7]=[C:2]([S:15][C:16]2[CH:17]=[CH:18][C:19]([NH:22][C:23]([CH:25]3[CH2:26][CH2:27]3)=[O:24])=[CH:20][CH:21]=2)[C:3]2[CH2:14][O:13][CH2:12][C:4]=2[N:5]=1)(=[O:10])=[O:9]. (9) Given the reactants [CH2:1]([N:3]1[C:7]2=[N:8][C:9]([CH2:32][CH3:33])=[C:10]([CH2:19][NH:20][C:21](=[O:31])C3C=CC([N+]([O-])=O)=CC=3)[C:11]([NH:12][CH:13]3[CH2:18][CH2:17][O:16][CH2:15][CH2:14]3)=[C:6]2[CH:5]=[N:4]1)[CH3:2].[N+:34]([C:37]1[CH:38]=[C:39]([CH:43]=[CH:44][CH:45]=1)C(Cl)=O)([O-:36])=[O:35], predict the reaction product. The product is: [CH2:1]([N:3]1[C:7]2=[N:8][C:9]([CH2:32][CH3:33])=[C:10]([CH2:19][NH:20][C:21](=[O:31])[C:44]3[CH:43]=[CH:39][CH:38]=[C:37]([N+:34]([O-:36])=[O:35])[CH:45]=3)[C:11]([NH:12][CH:13]3[CH2:18][CH2:17][O:16][CH2:15][CH2:14]3)=[C:6]2[CH:5]=[N:4]1)[CH3:2].